From a dataset of Forward reaction prediction with 1.9M reactions from USPTO patents (1976-2016). Predict the product of the given reaction. (1) The product is: [NH2:19][C:3]1[CH:4]=[C:5]([CH:17]=[CH:18][C:2]=1[NH2:1])[O:6][C:7]1[CH:8]=[C:9]([CH:14]=[CH:15][CH:16]=1)[C:10]([NH:12][CH3:13])=[O:11]. Given the reactants [NH2:1][C:2]1[CH:18]=[CH:17][C:5]([O:6][C:7]2[CH:8]=[C:9]([CH:14]=[CH:15][CH:16]=2)[C:10]([NH:12][CH3:13])=[O:11])=[CH:4][C:3]=1[N+:19]([O-])=O, predict the reaction product. (2) The product is: [N:2]1[NH:20][N:21]=[N:22][C:1]=1[C:3]1[CH:7]=[CH:6][S:5][C:4]=1[NH:8][C:9](=[O:19])[CH2:10][C:11]1[CH:16]=[CH:15][C:14]([O:17][CH3:18])=[CH:13][CH:12]=1. Given the reactants [C:1]([C:3]1[CH:7]=[CH:6][S:5][C:4]=1[NH:8][C:9](=[O:19])[CH2:10][C:11]1[CH:16]=[CH:15][C:14]([O:17][CH3:18])=[CH:13][CH:12]=1)#[N:2].[N:20]([Sn](CCCC)(CCCC)CCCC)=[N+:21]=[N-:22], predict the reaction product. (3) Given the reactants [C:1](OC(=O)C)(=[O:3])[CH3:2].[NH2:8][CH2:9][C@H:10]1[O:14][C:13](=[O:15])[N:12]([C:16]2[CH:17]=[C:18]3[C:22](=[CH:23][CH:24]=2)[N:21]([CH2:25][CH:26]2[CH2:28][CH2:27]2)[C:20](=[O:29])[CH2:19]3)[CH2:11]1.C(N(CC)C(C)C)(C)C, predict the reaction product. The product is: [CH:26]1([CH2:25][N:21]2[C:22]3[C:18](=[CH:17][C:16]([N:12]4[CH2:11][C@H:10]([CH2:9][NH:8][C:1](=[O:3])[CH3:2])[O:14][C:13]4=[O:15])=[CH:24][CH:23]=3)[CH2:19][C:20]2=[O:29])[CH2:27][CH2:28]1. (4) Given the reactants C(O[C:6]([N:8]1[CH2:12][C:11](=[N:13][O:14][C:15]([CH3:18])([CH3:17])[CH3:16])[CH2:10][C@H:9]1[C:19]([OH:21])=O)=[O:7])(C)(C)C.[O:22]=[C:23]1[C:28](C(Cl)=O)=[CH:27][CH:26]=[C:25]([CH2:32][CH2:33][CH2:34][CH2:35][CH3:36])[O:24]1.[CH3:37][O:38][CH2:39][CH2:40][NH2:41], predict the reaction product. The product is: [C:15]([O:14][N:13]=[C:11]1[CH2:12][N:8]([C:6]([C:28]2[C:23](=[O:22])[O:24][C:25]([CH2:32][CH2:33][CH2:34][CH2:35][CH3:36])=[CH:26][CH:27]=2)=[O:7])[C@H:9]([C:19]([NH:41][CH2:40][CH2:39][O:38][CH3:37])=[O:21])[CH2:10]1)([CH3:16])([CH3:17])[CH3:18]. (5) The product is: [S:17]1[CH:18]=[CH:19][CH:20]=[C:16]1[S:13]([N:11]1[CH2:10][CH2:9][N:8]([C:21]2[CH:22]=[CH:23][C:24]([C:27]([OH:33])([CH3:32])[C:28]([F:31])([F:30])[F:29])=[CH:25][CH:26]=2)[C@@H:7]([CH2:6][N:37]2[CH2:38][CH2:39][NH:34][C:35](=[O:40])[CH2:36]2)[CH2:12]1)(=[O:14])=[O:15]. Given the reactants CS(O[CH2:6][C@H:7]1[CH2:12][N:11]([S:13]([C:16]2[S:17][CH:18]=[CH:19][CH:20]=2)(=[O:15])=[O:14])[CH2:10][CH2:9][N:8]1[C:21]1[CH:26]=[CH:25][C:24]([C:27]([OH:33])([CH3:32])[C:28]([F:31])([F:30])[F:29])=[CH:23][CH:22]=1)(=O)=O.[NH:34]1[CH2:39][CH2:38][NH:37][CH2:36][C:35]1=[O:40].C(=O)([O-])[O-].[K+].[K+], predict the reaction product. (6) Given the reactants [C:1]([O:5][C:6]([N:8]1[CH2:13][CH2:12][CH:11]([OH:14])[CH2:10][CH2:9]1)=[O:7])([CH3:4])([CH3:3])[CH3:2].CC(C)([O-])C.[K+].F[C:22]1[CH:27]=[CH:26][C:25]([C:28]([F:31])([F:30])[F:29])=[CH:24][CH:23]=1.O, predict the reaction product. The product is: [C:1]([O:5][C:6]([N:8]1[CH2:13][CH2:12][CH:11]([O:14][C:22]2[CH:27]=[CH:26][C:25]([C:28]([F:31])([F:30])[F:29])=[CH:24][CH:23]=2)[CH2:10][CH2:9]1)=[O:7])([CH3:4])([CH3:2])[CH3:3]. (7) Given the reactants CCC(N[C:7]1[C:8]([N+]([O-])=O)=[CH:9][C:10](C)=[C:11](C)[C:12]=1[N+:13]([O-])=O)CC.CCCN(C1C([N+:34]([O-:36])=[O:35])=C(N)C(C(F)(F)F)=CC=1[N+]([O-])=O)CCC.CCCN(C1C([N+]([O-])=O)=CC(C(F)(F)F)=CC=1[N+:58]([O-:60])=[O:59])CCC, predict the reaction product. The product is: [N+:34]([N:13]([N+:58]([O-:60])=[O:59])[C:12]1[CH:7]=[CH:8][CH:9]=[CH:10][CH:11]=1)([O-:36])=[O:35]. (8) Given the reactants Cl.C(OC(=O)[NH:8][C@H:9]1[CH2:14][CH2:13][C@H:12]([N:15]([CH2:39][CH3:40])[C:16]2[C:30]3[CH2:29][CH:28]=[CH:27][CH2:26][C:25]4[CH:31]=[C:32]([CH3:37])[N:33]=[C:34]([O:35]C)[C:24]=4[CH2:23][NH:22][C:21](=[O:38])[C:20]=3[CH:19]=[CH:18][CH:17]=2)[CH2:11][CH2:10]1)(C)(C)C, predict the reaction product. The product is: [NH2:8][C@H:9]1[CH2:14][CH2:13][C@H:12]([N:15]([CH2:39][CH3:40])[C:16]2[C:30]3[CH2:29][CH:28]=[CH:27][CH2:26][C:25]4[CH:31]=[C:32]([CH3:37])[NH:33][C:34](=[O:35])[C:24]=4[CH2:23][NH:22][C:21](=[O:38])[C:20]=3[CH:19]=[CH:18][CH:17]=2)[CH2:11][CH2:10]1. (9) Given the reactants S(Cl)([Cl:3])=O.[N:5]1[CH:10]=[CH:9][CH:8]=[C:7]([C:11]#[C:12][CH2:13]O)[CH:6]=1, predict the reaction product. The product is: [ClH:3].[Cl:3][CH2:13][C:12]#[C:11][C:7]1[CH:6]=[N:5][CH:10]=[CH:9][CH:8]=1. (10) Given the reactants [CH:1]1([C@H:5]([NH:13][C:14]([C:16]2[C:21]([CH3:22])=[CH:20][C:19](=O)[O:18][C:17]=2[CH3:24])=[O:15])[C:6]2[CH:11]=[CH:10][CH:9]=[C:8]([F:12])[CH:7]=2)[CH2:4][CH2:3][CH2:2]1.C(O)C.O.[NH2:29][NH2:30].C(O)(=O)C.C([O-])([O-])=O.[Na+].[Na+], predict the reaction product. The product is: [CH:1]1([C@H:5]([NH:13][C:14]([C:16]2[C:21]([CH3:22])=[CH:20][C:19](=[O:18])[N:29]([NH2:30])[C:17]=2[CH3:24])=[O:15])[C:6]2[CH:11]=[CH:10][CH:9]=[C:8]([F:12])[CH:7]=2)[CH2:4][CH2:3][CH2:2]1.